Dataset: Peptide-MHC class I binding affinity with 185,985 pairs from IEDB/IMGT. Task: Regression. Given a peptide amino acid sequence and an MHC pseudo amino acid sequence, predict their binding affinity value. This is MHC class I binding data. (1) The MHC is Mamu-B8301 with pseudo-sequence Mamu-B8301. The binding affinity (normalized) is 0.540. The peptide sequence is TVYYGVPVWK. (2) The MHC is HLA-B08:01 with pseudo-sequence HLA-B08:01. The binding affinity (normalized) is 0.0847. The peptide sequence is SHYSHNPKL. (3) The peptide sequence is MSAAIKDNR. The MHC is HLA-A31:01 with pseudo-sequence HLA-A31:01. The binding affinity (normalized) is 0.799. (4) The peptide sequence is VMGGNAAEA. The MHC is HLA-A02:50 with pseudo-sequence HLA-A02:50. The binding affinity (normalized) is 0.808. (5) The peptide sequence is TQGYFPDWQNY. The MHC is HLA-B07:02 with pseudo-sequence HLA-B07:02. The binding affinity (normalized) is 0.